Dataset: Full USPTO retrosynthesis dataset with 1.9M reactions from patents (1976-2016). Task: Predict the reactants needed to synthesize the given product. (1) Given the product [CH:13]1[C:14]2[C:9](=[CH:8][CH:21]=[CH:16][CH:15]=2)[CH:10]=[CH:11][CH:12]=1, predict the reactants needed to synthesize it. The reactants are: BrC1C=CC=CC=1[C:8]1[C:9]2[C:14]([C:15](C3C=CC=CC=3Br)=[C:16]3[C:21]=1C=CC=C3)=[CH:13][CH:12]=[CH:11][CH:10]=2.BrC1C2C(=CC=CC=2)C(C2C3C(=CC=CC=3)C(C3C4C(C(Br)=C5C=3C=CC=C5)=CC=CC=4)=CC=2)=C2C=1C=CC=C2. (2) Given the product [C:28]([C:31]1[CH:36]=[C:35]([N:8]2[C:9](=[O:26])[C:10]([CH2:11][C:12]3[CH:17]=[CH:16][C:15]([C:18]4[C:19]([C:24]#[N:25])=[CH:20][CH:21]=[CH:22][CH:23]=4)=[CH:14][CH:13]=3)=[C:5]([CH2:1][CH2:2][CH2:3][CH3:4])[N:6]=[C:7]2[CH3:27])[CH:34]=[CH:33][CH:32]=1)(=[O:30])[CH3:29], predict the reactants needed to synthesize it. The reactants are: [CH2:1]([C:5]1[N:6]=[C:7]([CH3:27])[NH:8][C:9](=[O:26])[C:10]=1[CH2:11][C:12]1[CH:17]=[CH:16][C:15]([C:18]2[C:19]([C:24]#[N:25])=[CH:20][CH:21]=[CH:22][CH:23]=2)=[CH:14][CH:13]=1)[CH2:2][CH2:3][CH3:4].[C:28]([C:31]1[CH:32]=[C:33](B(O)O)[CH:34]=[CH:35][CH:36]=1)(=[O:30])[CH3:29].C(N(CC)CC)C.N1C=CC=CC=1. (3) Given the product [O:1]1[CH2:5][CH2:4][O:3][CH:2]1[C:6]1[C:11]([NH2:12])=[CH:10][C:9]([F:15])=[CH:8][N:7]=1, predict the reactants needed to synthesize it. The reactants are: [O:1]1[CH2:5][CH2:4][O:3][CH:2]1[C:6]1[C:11]([N+:12]([O-])=O)=[CH:10][C:9]([F:15])=[CH:8][N:7]=1. (4) Given the product [OH:8][C:9]1[CH:10]=[C:11]([CH2:18][C:19]([OH:21])=[O:20])[CH:12]=[CH:13][C:14]=1[N+:15]([O-:17])=[O:16], predict the reactants needed to synthesize it. The reactants are: C([O:8][C:9]1[CH:10]=[C:11]([CH:18](C(OC)=O)[C:19]([O:21]C)=[O:20])[CH:12]=[CH:13][C:14]=1[N+:15]([O-:17])=[O:16])C1C=CC=CC=1. (5) Given the product [NH4+:14].[OH-:12].[OH:23][C:21]1[C:22]2[NH:14][CH:15]=[C:16]([CH2:25][NH:26][C:27]([CH2:30][OH:31])([CH2:32][OH:33])[CH2:28][OH:29])[C:17]=2[N:18]=[CH:19][N:20]=1, predict the reactants needed to synthesize it. The reactants are: B(Br)(Br)Br.C([O:12]C[N:14]1[C:22]2[C:21]([O:23]C)=[N:20][CH:19]=[N:18][C:17]=2[C:16]([CH2:25][NH:26][C:27]([CH2:32][OH:33])([CH2:30][OH:31])[CH2:28][OH:29])=[CH:15]1)C1C=CC=CC=1. (6) Given the product [Br:23][C:24]1[CH:38]=[CH:37][C:27]([O:28][C:29]2[CH:36]=[CH:35][C:32]([CH2:33][NH:34][C:4](=[O:6])[C:3]3[CH:7]=[CH:8][CH:9]=[N:10][C:2]=3[NH2:1])=[CH:31][CH:30]=2)=[CH:26][CH:25]=1, predict the reactants needed to synthesize it. The reactants are: [NH2:1][C:2]1[N:10]=[CH:9][CH:8]=[CH:7][C:3]=1[C:4]([OH:6])=O.CCN=C=NCCCN(C)C.[OH-].[Br:23][C:24]1[CH:38]=[CH:37][C:27]([O:28][C:29]2[CH:36]=[CH:35][C:32]([CH2:33][NH2:34])=[CH:31][CH:30]=2)=[CH:26][CH:25]=1.N1C=CC=CC=1. (7) Given the product [CH3:16][O:15][C:12]1[CH:13]=[C:14]2[C:9]([C:8]([S:17]([C:20]3[CH:21]=[CH:22][C:23]([CH3:26])=[CH:24][CH:25]=3)(=[O:18])=[O:19])=[CH:7][N:6]2[CH2:5][CH2:4][C:3]([OH:27])=[O:2])=[CH:10][CH:11]=1, predict the reactants needed to synthesize it. The reactants are: C[O:2][C:3](=[O:27])[CH2:4][CH2:5][N:6]1[C:14]2[C:9](=[CH:10][CH:11]=[C:12]([O:15][CH3:16])[CH:13]=2)[C:8]([S:17]([C:20]2[CH:25]=[CH:24][C:23]([CH3:26])=[CH:22][CH:21]=2)(=[O:19])=[O:18])=[CH:7]1.[OH-].[K+].